This data is from Full USPTO retrosynthesis dataset with 1.9M reactions from patents (1976-2016). The task is: Predict the reactants needed to synthesize the given product. (1) Given the product [OH:4][CH2:5][C:6]1[CH:7]=[C:8]([C:33]2[CH:34]=[CH:35][C:36]([C:39]([F:41])([F:42])[F:40])=[CH:37][CH:38]=2)[C:9]([C:12]([NH:14][C:15]2[CH:16]=[C:17]3[C:21](=[CH:22][CH:23]=2)[N:20]([C:24](=[O:32])[CH2:25][C:26]2[CH:31]=[CH:30][CH:29]=[CH:28][N:27]=2)[CH2:19][CH2:18]3)=[O:13])=[CH:10][CH:11]=1, predict the reactants needed to synthesize it. The reactants are: C([O:4][CH2:5][C:6]1[CH:7]=[C:8]([C:33]2[CH:38]=[CH:37][C:36]([C:39]([F:42])([F:41])[F:40])=[CH:35][CH:34]=2)[C:9]([C:12]([NH:14][C:15]2[CH:16]=[C:17]3[C:21](=[CH:22][CH:23]=2)[N:20]([C:24](=[O:32])[CH2:25][C:26]2[CH:31]=[CH:30][CH:29]=[CH:28][N:27]=2)[CH2:19][CH2:18]3)=[O:13])=[CH:10][CH:11]=1)(=O)C.[OH-].[Na+].O. (2) Given the product [CH3:30][NH:31][C:4](=[O:3])[CH2:5][C:6]1[N:7]=[C:8]([NH:21][CH2:22][C:23]2[CH:28]=[CH:27][CH:26]=[CH:25][N:24]=2)[C:9]2[C:14]([C:15]3[CH:20]=[CH:19][CH:18]=[CH:17][CH:16]=3)=[CH:13][S:12][C:10]=2[N:11]=1, predict the reactants needed to synthesize it. The reactants are: C([O:3][C:4](=O)[CH2:5][C:6]1[N:7]=[C:8]([NH:21][CH2:22][C:23]2[CH:28]=[CH:27][CH:26]=[CH:25][N:24]=2)[C:9]2[C:14]([C:15]3[CH:20]=[CH:19][CH:18]=[CH:17][CH:16]=3)=[CH:13][S:12][C:10]=2[N:11]=1)C.[CH3:30][NH2:31].